Dataset: Peptide-MHC class I binding affinity with 185,985 pairs from IEDB/IMGT. Task: Regression. Given a peptide amino acid sequence and an MHC pseudo amino acid sequence, predict their binding affinity value. This is MHC class I binding data. (1) The MHC is HLA-A02:11 with pseudo-sequence HLA-A02:11. The binding affinity (normalized) is 0.0847. The peptide sequence is VPFVSVNPI. (2) The peptide sequence is HRQDINGKEM. The MHC is HLA-B27:05 with pseudo-sequence HLA-B27:05. The binding affinity (normalized) is 0.0604. (3) The peptide sequence is LPSDFKTIL. The MHC is Patr-B1301 with pseudo-sequence Patr-B1301. The binding affinity (normalized) is 0.810. (4) The binding affinity (normalized) is 0.378. The peptide sequence is VLWTVFHGA. The MHC is HLA-A02:03 with pseudo-sequence HLA-A02:03.